This data is from HIV replication inhibition screening data with 41,000+ compounds from the AIDS Antiviral Screen. The task is: Binary Classification. Given a drug SMILES string, predict its activity (active/inactive) in a high-throughput screening assay against a specified biological target. (1) The drug is CC(=O)CCN1CC2CN=NC2(C#N)C1. The result is 0 (inactive). (2) The molecule is CC(=O)C1CCC2C(CCC3(C)C(O)CCC23)C1C(=O)O. The result is 0 (inactive). (3) The molecule is Cc1ccc(C)c(COCCOCn2cc(Br)c(=N)[nH]c2=O)c1. The result is 0 (inactive). (4) The drug is Cc1cc(-c2ccccc2)nc(Nc2cc3ccccc3[nH]2)n1. The result is 0 (inactive).